From a dataset of CYP1A2 inhibition data for predicting drug metabolism from PubChem BioAssay. Regression/Classification. Given a drug SMILES string, predict its absorption, distribution, metabolism, or excretion properties. Task type varies by dataset: regression for continuous measurements (e.g., permeability, clearance, half-life) or binary classification for categorical outcomes (e.g., BBB penetration, CYP inhibition). Dataset: cyp1a2_veith. (1) The result is 1 (inhibitor). The drug is COc1ccccc1/C=N/NC(=O)CC(=O)Nc1ccc(Cl)c(Cl)c1. (2) The molecule is CCOC(=O)c1[nH]c2ccc(OC)cc2c1NC(=O)c1ccc2c(c1)OCO2. The result is 1 (inhibitor). (3) The molecule is O=C(COC(=O)c1cnccn1)NCc1ccccc1. The result is 1 (inhibitor). (4) The drug is C[C@@H](COc1ccccc1)N[C@@H](C)[C@H](O)c1ccc(O)cc1. The result is 1 (inhibitor).